The task is: Predict the reaction yield, written as a fraction of the theoretical maximum amount of product (1.0 means a 100% yield; for example, 0.34 means a 34% yield).. This data is from Reaction yield outcomes from USPTO patents with 853,638 reactions. (1) The reactants are [NH2:1][C:2]1[N:23]=[C:22](Cl)[CH:21]=[CH:20][C:3]=1[C:4]([NH:6][CH2:7][C:8]1[S:9][C:10]([O:13][C:14]2[CH:19]=[CH:18][CH:17]=[CH:16][CH:15]=2)=[CH:11][CH:12]=1)=[O:5].C1C=CC(CC(NCN[C@H](C(O)=O)CC2[CH:44]=[CH:43][C:42]([N+:45]([O-])=O)=CC=2)=O)=CC=1.C1(N)CC1. The catalyst is CS(C)=O.C(N(CC)C(C)C)(C)C.[Cl-].[Na+].O. The product is [NH2:1][C:2]1[N:23]=[C:22]([NH:45][CH:42]2[CH2:44][CH2:43]2)[CH:21]=[CH:20][C:3]=1[C:4]([NH:6][CH2:7][C:8]1[S:9][C:10]([O:13][C:14]2[CH:19]=[CH:18][CH:17]=[CH:16][CH:15]=2)=[CH:11][CH:12]=1)=[O:5]. The yield is 0.475. (2) The reactants are [F:1][C:2]([F:23])([F:22])[C:3]1[N:8]2[CH:9]=[N:10][CH:11]=[C:7]2[N:6]=[C:5]([C:12]2[CH:17]=[CH:16][C:15]([C:18]([F:21])([F:20])[F:19])=[CH:14][CH:13]=2)[CH:4]=1.C([O-])(=O)C.[Na+].[I:29]Cl. The catalyst is C(O)(=O)C.O. The product is [I:29][C:11]1[N:10]=[CH:9][N:8]2[C:3]([C:2]([F:1])([F:22])[F:23])=[CH:4][C:5]([C:12]3[CH:13]=[CH:14][C:15]([C:18]([F:21])([F:20])[F:19])=[CH:16][CH:17]=3)=[N:6][C:7]=12. The yield is 1.00.